Dataset: Acute oral toxicity (LD50) regression data from Zhu et al.. Task: Regression/Classification. Given a drug SMILES string, predict its toxicity properties. Task type varies by dataset: regression for continuous values (e.g., LD50, hERG inhibition percentage) or binary classification for toxic/non-toxic outcomes (e.g., AMES mutagenicity, cardiotoxicity, hepatotoxicity). Dataset: ld50_zhu. (1) The molecule is NCC(O)c1ccc(O)cc1. The rat oral LD50 is 2.09, given as -log10 of the dose in mol/kg body weight (higher means more acutely toxic). (2) The molecule is CN(C)C(=N)Nc1cccc(Cl)c1. The rat oral LD50 is 2.60, given as -log10 of the dose in mol/kg body weight (higher means more acutely toxic).